From a dataset of Forward reaction prediction with 1.9M reactions from USPTO patents (1976-2016). Predict the product of the given reaction. (1) The product is: [CH:18]([C:19]1[CH:24]=[C:23]([OH:46])[CH:22]=[C:21]([CH3:8])[C:20]=1[C:26]12[CH2:35][CH:30]3[CH2:31][CH:32]([CH2:34][C:28]([C:36]4[C:37]([CH3:43])=[CH:38][C:39]([OH:42])=[CH:40][C:41]=4[CH:3]=[O:4])([CH2:29]3)[CH2:27]1)[CH2:33]2)=[O:44]. Given the reactants FC(F)(F)[C:3](O)=[O:4].[CH2:8]1N2CN3CN(C2)CN1C3.[CH3:18][C:19]1[CH:24]=[C:23](O)[CH:22]=[CH:21][C:20]=1[C:26]12[CH2:35][CH:30]3[CH2:31][CH:32]([CH2:34][C:28]([C:36]4[CH:41]=[CH:40][C:39]([OH:42])=[CH:38][C:37]=4[CH3:43])([CH2:29]3)[CH2:27]1)[CH2:33]2.[OH-:44].[Na+].[OH2:46], predict the reaction product. (2) Given the reactants [Br:1][C:2]1[CH:7]=[CH:6][C:5]([C:8](=[N:22][O:23][CH2:24][CH3:25])[CH:9]2[CH2:14][CH2:13][N:12]([C:15]3([CH3:21])[CH2:20][CH2:19][NH:18][CH2:17][CH2:16]3)[CH2:11][CH2:10]2)=[CH:4][CH:3]=1.[OH:26][C:27]1[C:28]([C:37](O)=[O:38])=[N:29][C:30]2[C:35]([N:36]=1)=[CH:34][CH:33]=[CH:32][CH:31]=2.CCN(CC)CC.CN(C(ON1N=NC2C=CC=NC1=2)=[N+](C)C)C.F[P-](F)(F)(F)(F)F, predict the reaction product. The product is: [Br:1][C:2]1[CH:7]=[CH:6][C:5]([C:8](=[N:22][O:23][CH2:24][CH3:25])[CH:9]2[CH2:10][CH2:11][N:12]([C:15]3([CH3:21])[CH2:20][CH2:19][N:18]([C:37]([C:28]4[C:27]([OH:26])=[N:36][C:35]5[C:30](=[CH:31][CH:32]=[CH:33][CH:34]=5)[N:29]=4)=[O:38])[CH2:17][CH2:16]3)[CH2:13][CH2:14]2)=[CH:4][CH:3]=1. (3) Given the reactants [CH2:1]([N:8]1[C@H:17]2[C@@H:12]([CH2:13][C:14](=O)[C:15](=[CH:18]N(C)C)[CH2:16]2)[CH2:11][C@H:10]([NH:23][C:24](=[O:33])[N:25]([CH2:28][CH2:29][N:30]([CH3:32])[CH3:31])[CH2:26][CH3:27])[CH2:9]1)[C:2]1[CH:7]=[CH:6][CH:5]=[CH:4][CH:3]=1.C(O)C.C(=O)(O)O.[NH2:41][C:42]([NH2:44])=[NH:43], predict the reaction product. The product is: [NH2:43][C:42]1[N:44]=[CH:18][C:15]2[CH2:16][C@H:17]3[N:8]([CH2:1][C:2]4[CH:7]=[CH:6][CH:5]=[CH:4][CH:3]=4)[CH2:9][C@@H:10]([NH:23][C:24](=[O:33])[N:25]([CH2:28][CH2:29][N:30]([CH3:32])[CH3:31])[CH2:26][CH3:27])[CH2:11][C@@H:12]3[CH2:13][C:14]=2[N:41]=1. (4) The product is: [Br:15][CH2:13][C:6]1[N:5]=[C:4]([Cl:14])[CH:3]=[C:2]([Cl:1])[C:7]=1[C:8]([O:10][CH2:11][CH3:12])=[O:9]. Given the reactants [Cl:1][C:2]1[C:7]([C:8]([O:10][CH2:11][CH3:12])=[O:9])=[C:6]([CH3:13])[N:5]=[C:4]([Cl:14])[CH:3]=1.[Br:15]N1C(=O)CCC1=O.C(OOC(=O)C1C=CC=CC=1)(=O)C1C=CC=CC=1, predict the reaction product. (5) Given the reactants O[C:2]1([C:29]([F:32])([F:31])[F:30])[CH:10]([CH2:11][CH2:12][C:13]2[CH:18]=[CH:17][CH:16]=[CH:15][CH:14]=2)[CH:9]=[C:8]2[CH2:19][NH:20][CH:21]([C:23]([NH:25][CH:26]([CH3:28])[CH3:27])=[O:24])[CH2:22][N:6]3[C:7]2=[C:3]1[CH:4]=[CH:5]3.O=S(Cl)Cl, predict the reaction product. The product is: [CH:26]([NH:25][C:23]([CH:21]1[NH:20][CH2:19][C:8]2=[C:7]3[C:3](=[C:2]([C:29]([F:31])([F:32])[F:30])[C:10]([CH2:11][CH2:12][C:13]4[CH:18]=[CH:17][CH:16]=[CH:15][CH:14]=4)=[CH:9]2)[CH:4]=[CH:5][N:6]3[CH2:22]1)=[O:24])([CH3:28])[CH3:27]. (6) The product is: [Cl:35][C:17]1[C:18]([NH:20][C:21]2[CH:26]=[CH:25][C:24]([N:27]3[CH2:28][CH2:29][O:30][CH2:31][CH2:32]3)=[CH:23][C:22]=2[O:33][CH3:34])=[N:19][C:14]([NH:12][C:11]2[C:2]3[O:1][CH2:7][CH2:6][CH2:5][CH2:4][C:3]=3[CH:8]=[CH:9][CH:10]=2)=[N:15][CH:16]=1. Given the reactants [O:1]1[CH2:7][CH2:6][CH2:5][CH2:4][C:3]2[CH:8]=[CH:9][CH:10]=[C:11]([NH2:12])[C:2]1=2.Cl[C:14]1[N:19]=[C:18]([NH:20][C:21]2[CH:26]=[CH:25][C:24]([N:27]3[CH2:32][CH2:31][O:30][CH2:29][CH2:28]3)=[CH:23][C:22]=2[O:33][CH3:34])[C:17]([Cl:35])=[CH:16][N:15]=1, predict the reaction product. (7) Given the reactants [N+:1]([C:4]1[CH:5]=[C:6]([C:11]2([C:44]3[CH:49]=[CH:48][C:47]([OH:50])=[C:46]([N+:51]([O-])=O)[CH:45]=3)[C:23]3[CH:22]=[C:21]([C:24]45[CH2:33][CH:28]6[CH2:29][CH:30]([CH2:32][CH:26]([CH2:27]6)[CH2:25]4)[CH2:31]5)[CH:20]=[CH:19][C:18]=3[C:17]3[C:12]2=[CH:13][C:14]([C:34]24[CH2:43][CH:38]5[CH2:39][CH:40]([CH2:42][CH:36]([CH2:37]5)[CH2:35]2)[CH2:41]4)=[CH:15][CH:16]=3)[CH:7]=[CH:8][C:9]=1[OH:10])([O-])=O, predict the reaction product. The product is: [NH2:1][C:4]1[CH:5]=[C:6]([C:11]2([C:44]3[CH:49]=[CH:48][C:47]([OH:50])=[C:46]([NH2:51])[CH:45]=3)[C:23]3[CH:22]=[C:21]([C:24]45[CH2:31][CH:30]6[CH2:32][CH:26]([CH2:27][CH:28]([CH2:29]6)[CH2:33]4)[CH2:25]5)[CH:20]=[CH:19][C:18]=3[C:17]3[C:12]2=[CH:13][C:14]([C:34]24[CH2:43][CH:38]5[CH2:39][CH:40]([CH2:42][CH:36]([CH2:37]5)[CH2:35]2)[CH2:41]4)=[CH:15][CH:16]=3)[CH:7]=[CH:8][C:9]=1[OH:10]. (8) Given the reactants [OH:1][C:2]1[CH:10]=[CH:9][C:5]([C:6]([OH:8])=[O:7])=[CH:4][CH:3]=1.C1C[O:14][CH2:13][CH2:12]1.N1C=CC=CC=1.C(OC(=O)C)(=O)C, predict the reaction product. The product is: [C:13]([O:1][C:2]1[CH:10]=[CH:9][C:5]([C:6]([OH:8])=[O:7])=[CH:4][CH:3]=1)(=[O:14])[CH3:12].